This data is from Peptide-MHC class I binding affinity with 185,985 pairs from IEDB/IMGT. The task is: Regression. Given a peptide amino acid sequence and an MHC pseudo amino acid sequence, predict their binding affinity value. This is MHC class I binding data. (1) The peptide sequence is YENFNSQDIL. The MHC is HLA-B44:02 with pseudo-sequence HLA-B44:02. The binding affinity (normalized) is 0.390. (2) The peptide sequence is YVRGYLRGY. The MHC is HLA-A25:01 with pseudo-sequence HLA-A25:01. The binding affinity (normalized) is 0.851. (3) The peptide sequence is SIENKHQRR. The MHC is HLA-A33:01 with pseudo-sequence HLA-A33:01. The binding affinity (normalized) is 0.395. (4) The peptide sequence is LSISNDLNSK. The MHC is H-2-Db with pseudo-sequence H-2-Db. The binding affinity (normalized) is 0.273. (5) The peptide sequence is DLDKVYEIL. The MHC is HLA-A68:02 with pseudo-sequence HLA-A68:02. The binding affinity (normalized) is 0.